From a dataset of Full USPTO retrosynthesis dataset with 1.9M reactions from patents (1976-2016). Predict the reactants needed to synthesize the given product. (1) Given the product [CH2:27]([O:34][CH:35]1[CH2:41][CH2:40][CH:39]([OH:38])[CH:37]([C:2]2[CH:3]=[CH:4][C:5]([Cl:12])=[C:6]([C:8]([F:11])([F:10])[F:9])[CH:7]=2)[CH2:36]1)[C:28]1[CH:33]=[CH:32][CH:31]=[CH:30][CH:29]=1, predict the reactants needed to synthesize it. The reactants are: Br[C:2]1[CH:3]=[CH:4][C:5]([Cl:12])=[C:6]([C:8]([F:11])([F:10])[F:9])[CH:7]=1.C([Li])CCC.B(F)(F)F.CCOCC.[CH2:27]([O:34][CH:35]1[CH2:41][CH2:40][CH:39]2[CH:37]([O:38]2)[CH2:36]1)[C:28]1[CH:33]=[CH:32][CH:31]=[CH:30][CH:29]=1.[Cl-].[NH4+]. (2) Given the product [NH2:1][C:4]1[CH:5]=[C:6]([CH:7]=[O:8])[CH:12]=[C:13]([C:15]2[CH:20]=[CH:19][CH:18]=[CH:17][CH:16]=2)[CH:14]=1, predict the reactants needed to synthesize it. The reactants are: [N+:1]([C:4]1[CH:5]=[C:6]([CH:12]=[C:13]([C:15]2[CH:20]=[CH:19][CH:18]=[CH:17][CH:16]=2)[CH:14]=1)[C:7](OCC)=[O:8])([O-])=O.[H-].[H-].[H-].[H-].[Li+].[Al+3]. (3) Given the product [NH2:1][C:2]1[N:23]=[C:22]([NH:59][CH2:58][CH2:57][C:52]2[CH:53]=[CH:54][CH:55]=[CH:56][N:51]=2)[CH:21]=[CH:20][C:3]=1[C:4]([NH:6][CH2:7][C:8]1[S:9][C:10]([O:13][C:14]2[CH:19]=[CH:18][CH:17]=[CH:16][CH:15]=2)=[CH:11][CH:12]=1)=[O:5], predict the reactants needed to synthesize it. The reactants are: [NH2:1][C:2]1[N:23]=[C:22](Cl)[CH:21]=[CH:20][C:3]=1[C:4]([NH:6][CH2:7][C:8]1[S:9][C:10]([O:13][C:14]2[CH:19]=[CH:18][CH:17]=[CH:16][CH:15]=2)=[CH:11][CH:12]=1)=[O:5].C1C=CC(CC(NCN[C@H](C(O)=O)CC2C=CC([N+]([O-])=O)=CC=2)=O)=CC=1.[N:51]1[CH:56]=[CH:55][CH:54]=[CH:53][C:52]=1[CH2:57][CH2:58][NH2:59].O. (4) The reactants are: [CH3:1][O:2][C:3]1[CH:4]=[C:5]2[C:10](=[CH:11][C:12]=1[O:13][CH3:14])[N:9]=[CH:8][N:7]=[C:6]2[O:15][C:16]1[CH:22]=[CH:21][C:19]([NH2:20])=[CH:18][CH:17]=1.ClC(Cl)(O[C:27](=[O:33])OC(Cl)(Cl)Cl)Cl.[CH:35]([NH2:39])([CH2:37][CH3:38])[CH3:36].CO. Given the product [CH:35]([NH:39][C:27]([NH:20][C:19]1[CH:21]=[CH:22][C:16]([O:15][C:6]2[C:5]3[C:10](=[CH:11][C:12]([O:13][CH3:14])=[C:3]([O:2][CH3:1])[CH:4]=3)[N:9]=[CH:8][N:7]=2)=[CH:17][CH:18]=1)=[O:33])([CH2:37][CH3:38])[CH3:36], predict the reactants needed to synthesize it. (5) Given the product [CH2:1]([O:8][C:9]1[N:10]=[C:11]([CH:37]([C:38]#[N:39])[C:32]2[CH:31]=[C:30]([CH:35]=[C:34]([CH3:36])[CH:33]=2)[C:28]#[N:29])[C:12]([C:23]([CH3:26])([CH3:25])[CH3:24])=[C:13]([O:15][CH2:16][C:17]2[CH:22]=[CH:21][CH:20]=[CH:19][CH:18]=2)[N:14]=1)[C:2]1[CH:7]=[CH:6][CH:5]=[CH:4][CH:3]=1, predict the reactants needed to synthesize it. The reactants are: [CH2:1]([O:8][C:9]1[N:14]=[C:13]([O:15][CH2:16][C:17]2[CH:22]=[CH:21][CH:20]=[CH:19][CH:18]=2)[C:12]([C:23]([CH3:26])([CH3:25])[CH3:24])=[C:11](Cl)[N:10]=1)[C:2]1[CH:7]=[CH:6][CH:5]=[CH:4][CH:3]=1.[C:28]([C:30]1[CH:31]=[C:32]([CH2:37][C:38]#[N:39])[CH:33]=[C:34]([CH3:36])[CH:35]=1)#[N:29].[H-].[Na+].[Cl-].[NH4+]. (6) The reactants are: N#N.[NH:3]1[C:7]2[CH:8]=[CH:9][CH:10]=[CH:11][C:6]=2[N:5]=[C:4]1[CH:12]([NH:24]C(=O)OC(C)(C)C)[C:13]([C:16]1[CH:21]=[CH:20][C:19]([O:22][CH3:23])=[CH:18][CH:17]=1)([CH3:15])[CH3:14].[ClH:32]. Given the product [ClH:32].[ClH:32].[NH:3]1[C:7]2[CH:8]=[CH:9][CH:10]=[CH:11][C:6]=2[N:5]=[C:4]1[CH:12]([NH2:24])[C:13]([C:16]1[CH:17]=[CH:18][C:19]([O:22][CH3:23])=[CH:20][CH:21]=1)([CH3:15])[CH3:14], predict the reactants needed to synthesize it. (7) Given the product [CH3:22][O:21]/[CH:20]=[C:15](/[C:16]([O:18][CH3:19])=[O:17])\[C:10]1[C:9]([O:8][C:4]2[CH:3]=[C:2]([O:23][C:24]3[C:25]([C:26]#[N:27])=[CH:28][CH:29]=[CH:30][CH:31]=3)[N:7]=[CH:6][N:5]=2)=[CH:14][CH:13]=[CH:12][CH:11]=1, predict the reactants needed to synthesize it. The reactants are: Cl[C:2]1[N:7]=[CH:6][N:5]=[C:4]([O:8][C:9]2[CH:14]=[CH:13][CH:12]=[CH:11][C:10]=2/[C:15](=[CH:20]\[O:21][CH3:22])/[C:16]([O:18][CH3:19])=[O:17])[CH:3]=1.[OH:23][C:24]1[CH:31]=[CH:30][CH:29]=[CH:28][C:25]=1[C:26]#[N:27].C(=O)([O-])[O-].[K+].[K+].